From a dataset of Catalyst prediction with 721,799 reactions and 888 catalyst types from USPTO. Predict which catalyst facilitates the given reaction. Reactant: [Cl:1][C:2]1[CH:3]=[C:4]([C:10]2[C:11]([CH3:26])=[N:12][N:13]([CH2:16][C:17]3[CH:18]=[CH:19][C:20]([C:23]([NH2:25])=O)=[N:21][CH:22]=3)[C:14]=2[CH3:15])[CH:5]=[CH:6][C:7]=1[C:8]#[N:9].COC1C=CC(P2(SP(C3C=CC(OC)=CC=3)(=S)S2)=[S:36])=CC=1.C(=O)([O-])O.[Na+]. Product: [Cl:1][C:2]1[CH:3]=[C:4]([C:10]2[C:11]([CH3:26])=[N:12][N:13]([CH2:16][C:17]3[CH:18]=[CH:19][C:20]([C:23](=[S:36])[NH2:25])=[N:21][CH:22]=3)[C:14]=2[CH3:15])[CH:5]=[CH:6][C:7]=1[C:8]#[N:9]. The catalyst class is: 11.